From a dataset of Full USPTO retrosynthesis dataset with 1.9M reactions from patents (1976-2016). Predict the reactants needed to synthesize the given product. (1) Given the product [N:8]1([C:6]([O:5][C:1]([CH3:4])([CH3:2])[CH3:3])=[O:7])[CH2:13][CH2:12][CH:11]([C:14]([O:16][CH3:18])=[O:15])[CH2:10][CH2:9]1, predict the reactants needed to synthesize it. The reactants are: [C:1]([O:5][C:6]([N:8]1[CH2:13][CH2:12][CH:11]([C:14]([OH:16])=[O:15])[CH2:10][CH2:9]1)=[O:7])([CH3:4])([CH3:3])[CH3:2].[Si](C=[N+]=[N-])(C)(C)[CH3:18].CC(O)=O. (2) The reactants are: CCN(C(C)C)C(C)C.[C:10]([OH:15])(=O)[C@H:11]([CH3:13])[OH:12].Cl.[Cl:17][C:18]1[C:19]([F:49])=[C:20]([NH:24][C:25]2[C:34]3[C:29](=[CH:30][C:31]([O:47][CH3:48])=[C:32]([CH2:35][N:36]([CH3:46])[C:37]4([C:43]([NH2:45])=[O:44])[CH2:42][CH2:41][NH:40][CH2:39][CH2:38]4)[CH:33]=3)[N:28]=[CH:27][N:26]=2)[CH:21]=[CH:22][CH:23]=1. Given the product [Cl:17][C:18]1[C:19]([F:49])=[C:20]([NH:24][C:25]2[C:34]3[C:29](=[CH:30][C:31]([O:47][CH3:48])=[C:32]([CH2:35][N:36]([CH3:46])[C:37]4([C:43]([NH2:45])=[O:44])[CH2:42][CH2:41][N:40]([C:10](=[O:15])[C@@H:11]([OH:12])[CH3:13])[CH2:39][CH2:38]4)[CH:33]=3)[N:28]=[CH:27][N:26]=2)[CH:21]=[CH:22][CH:23]=1, predict the reactants needed to synthesize it. (3) Given the product [Cl:1][C:2]1[CH:18]=[CH:17][C:5]2[CH2:6][CH2:7][N:8]([C:11](=[O:16])[C:36]([F:40])([F:39])[F:35])[CH2:9][CH2:10][C:4]=2[C:3]=1[NH:38][CH2:37][C:36]([F:40])([F:39])[F:35], predict the reactants needed to synthesize it. The reactants are: [Cl:1][C:2]1[CH:18]=[CH:17][C:5]2[CH2:6][CH2:7][N:8]([C:11](=[O:16])C(F)(F)F)[CH2:9][CH2:10][C:4]=2[C:3]=1OS(C(F)(F)F)(=O)=O.C([O-])([O-])=O.[Cs+].[Cs+].N#N.[F:35][C:36]([F:40])([F:39])[CH2:37][NH2:38]. (4) The reactants are: [CH:1]1([C:7](=[O:13])[CH2:8][CH2:9][CH2:10][CH2:11][CH3:12])[CH2:6][CH2:5][CH:4]=[CH:3][CH2:2]1.C(OO)(=[O:16])C.O. Given the product [CH:3]12[O:16][CH:4]1[CH2:5][CH2:6][CH:1]([C:7](=[O:13])[CH2:8][CH2:9][CH2:10][CH2:11][CH3:12])[CH2:2]2, predict the reactants needed to synthesize it. (5) Given the product [CH3:80][NH:81][C:30]1[N:29]([C:2]2[N:10]=[C:9]3[C:5]([N:6]=[C:7]([CH2:12][N:13]4[CH2:16][CH:15]([CH:17]5[CH2:18][CH2:19][O:20][CH2:21][CH2:22]5)[CH2:14]4)[N:8]3[CH3:11])=[C:4]([N:23]3[CH2:28][CH2:27][O:26][CH2:25][CH2:24]3)[N:3]=2)[C:33]2[CH:34]=[CH:35][CH:36]=[CH:37][C:32]=2[N:31]=1, predict the reactants needed to synthesize it. The reactants are: Cl[C:2]1[N:10]=[C:9]2[C:5]([N:6]=[C:7]([CH2:12][N:13]3[CH2:16][CH:15]([CH:17]4[CH2:22][CH2:21][O:20][CH2:19][CH2:18]4)[CH2:14]3)[N:8]2[CH3:11])=[C:4]([N:23]2[CH2:28][CH2:27][O:26][CH2:25][CH2:24]2)[N:3]=1.[NH:29]1[C:33]2[CH:34]=[CH:35][CH:36]=[CH:37][C:32]=2[N:31]=[C:30]1CN.CC(C1C=C(C(C)C)C(C2C=CC=CC=2P(C2CCCCC2)C2CCCCC2)=C(C(C)C)C=1)C.C([O-])([O-])=O.[Cs+].[Cs+].[CH3:80][N:81](C=O)C.